From a dataset of Reaction yield outcomes from USPTO patents with 853,638 reactions. Predict the reaction yield, written as a fraction of the theoretical maximum amount of product (1.0 means a 100% yield; for example, 0.34 means a 34% yield). (1) The reactants are [CH2:1]([NH:8][C:9]1[CH:16]=[CH:15][C:12]([O:13][CH3:14])=[CH:11][CH:10]=1)[C:2]1[CH:7]=[CH:6][CH:5]=[CH:4][CH:3]=1.[Br-].[Li+].C([O-])(O)=O.[Na+].Cl[CH2:25][C:26](=[O:28])[CH3:27]. The catalyst is C(O)C.O. The product is [CH2:1]([N:8]([CH2:25][C:26](=[O:28])[CH3:27])[C:9]1[CH:10]=[CH:11][C:12]([O:13][CH3:14])=[CH:15][CH:16]=1)[C:2]1[CH:3]=[CH:4][CH:5]=[CH:6][CH:7]=1. The yield is 0.830. (2) The reactants are Br[C:2](Br)=[CH:3][C:4]1[CH:13]=[CH:12][C:7]([C:8]([O:10][CH3:11])=[O:9])=[CH:6][CH:5]=1.[C:15]([C:17]1[S:21][C:20]([NH:22][C:23](=[O:29])[O:24][C:25]([CH3:28])([CH3:27])[CH3:26])=[N:19][CH:18]=1)#[CH:16]. The catalyst is CN(C=O)C.C1C=CC(/C=C/C(/C=C/C2C=CC=CC=2)=O)=CC=1.C1C=CC(/C=C/C(/C=C/C2C=CC=CC=2)=O)=CC=1.C1C=CC(/C=C/C(/C=C/C2C=CC=CC=2)=O)=CC=1.[Pd].[Pd].C[N+]1C=CC(C2C3=NC(C=C3)=C(C3C=C[N+](C)=CC=3)C3=NC(C=C3)=C(C3C=C[N+](C)=CC=3)C3NC(=CC=3)C(C3C=C[N+](C)=CC=3)=C3NC=2C=C3)=CC=1. The product is [C:25]([O:24][C:23]([NH:22][C:20]1[S:21][C:17]([C:15]#[C:16][C:2]#[C:3][C:4]2[CH:13]=[CH:12][C:7]([C:8]([O:10][CH3:11])=[O:9])=[CH:6][CH:5]=2)=[CH:18][N:19]=1)=[O:29])([CH3:28])([CH3:27])[CH3:26]. The yield is 0.460. (3) The reactants are [C:1]([NH:9][C:10]([N:12]1[C:16]2([C:30]3[CH:35]=[C:34]([Br:36])[CH:33]=[CH:32][C:31]=3[F:37])[CH2:17][N:18]([C:20]([O:22][CH2:23][C:24]3[CH:29]=[CH:28][CH:27]=[CH:26][CH:25]=3)=[O:21])[CH2:19][CH:15]2[CH2:14][O:13]1)=[S:11])(=[O:8])[C:2]1[CH:7]=[CH:6][CH:5]=[CH:4][CH:3]=1. The catalyst is C(O)(=O)C.C(OCC)(=O)C.[Zn]. The product is [C:1]([NH:9][C:10]([NH:12][C:16]1([C:30]2[CH:35]=[C:34]([Br:36])[CH:33]=[CH:32][C:31]=2[F:37])[CH:15]([CH2:14][OH:13])[CH2:19][N:18]([C:20]([O:22][CH2:23][C:24]2[CH:25]=[CH:26][CH:27]=[CH:28][CH:29]=2)=[O:21])[CH2:17]1)=[S:11])(=[O:8])[C:2]1[CH:7]=[CH:6][CH:5]=[CH:4][CH:3]=1. The yield is 0.860. (4) The reactants are C(N(CC)C(C)C)(C)C.[C:10]([O:14][C:15]([N:17]1[CH2:22][CH2:21][C:20]([NH2:26])([C:23](=[O:25])[NH2:24])[CH2:19][CH2:18]1)=[O:16])([CH3:13])([CH3:12])[CH3:11].[C:27](Cl)(Cl)=[S:28].C(O)(=O)CC(CC(O)=O)(C(O)=O)O. The catalyst is C1COCC1. The product is [C:10]([O:14][C:15]([N:17]1[CH2:18][CH2:19][C:20]2([NH:26][C:27](=[S:28])[NH:24][C:23]2=[O:25])[CH2:21][CH2:22]1)=[O:16])([CH3:13])([CH3:11])[CH3:12]. The yield is 0.810. (5) The product is [F:1][C:2]1[CH:7]=[CH:6][CH:5]=[CH:4][C:3]=1[CH2:8][C:9]([O:11][C@H:18]([C:12]1[CH:17]=[CH:16][CH:15]=[CH:14][CH:13]=1)[CH3:19])=[O:10]. The reactants are [F:1][C:2]1[CH:7]=[CH:6][CH:5]=[CH:4][C:3]=1[CH2:8][C:9]([OH:11])=[O:10].[C:12]1([C@@H:18](O)[CH3:19])[CH:17]=[CH:16][CH:15]=[CH:14][CH:13]=1.CCN=C=NCCCN(C)C. The yield is 0.920. The catalyst is CN(C1C=CN=CC=1)C.C(Cl)Cl. (6) The reactants are Br[C:2]1[CH:3]=[N:4][N:5]([CH2:7][O:8][CH2:9][CH2:10][Si:11]([CH3:14])([CH3:13])[CH3:12])[CH:6]=1.[Li]CCCC.CN([CH:23]=[O:24])C. The product is [CH3:12][Si:11]([CH3:14])([CH3:13])[CH2:10][CH2:9][O:8][CH2:7][N:5]1[CH:6]=[C:2]([CH:23]=[O:24])[CH:3]=[N:4]1. The yield is 0.340. The catalyst is C1COCC1. (7) The reactants are [C:1]12([C:9]3[CH:10]=[C:11]([N:19]4[C:23]([NH2:24])=[N:22][C:21]([NH:25][C:26]5[CH:27]=[CH:28][C:29]6[CH2:35][CH2:34][C@H:33]([NH:36]C(OC(C)(C)C)=O)[CH2:32][CH2:31][C:30]=6[CH:44]=5)=[N:20]4)[N:12]=[C:13]4[C:18]=3[NH:17][CH2:16][CH2:15][CH2:14]4)[CH2:8][CH2:7][C:4]([CH:5]=[CH:6]1)=[CH:3][CH2:2]2.Cl.CO.[OH-].[Na+]. The catalyst is O1CCOCC1. The product is [C:1]12([C:9]3[CH:10]=[C:11]([N:19]4[C:23]([NH2:24])=[N:22][C:21]([NH:25][C:26]5[CH:27]=[CH:28][C:29]6[CH2:35][CH2:34][C@H:33]([NH2:36])[CH2:32][CH2:31][C:30]=6[CH:44]=5)=[N:20]4)[N:12]=[C:13]4[C:18]=3[NH:17][CH2:16][CH2:15][CH2:14]4)[CH2:8][CH2:7][C:4]([CH:3]=[CH:2]1)=[CH:5][CH2:6]2. The yield is 0.960. (8) The product is [NH2:18][C:17]1[S:6][C:7]2[CH2:2][CH2:1][CH2:4][C:8]=2[C:16]=1[C:14]([C:11]1[CH:12]=[CH:13][S:9][CH:10]=1)=[O:15]. The reactants are [C:1]([C:4]1[CH:8]=[CH:7][S:6]C=1)(=O)[CH3:2].[S:9]1[CH:13]=[CH:12][C:11]([C:14]([CH2:16][C:17]#[N:18])=[O:15])=[CH:10]1.C1(=O)CCCC1.N1CCOCC1.[S]. No catalyst specified. The yield is 0.710.